This data is from Reaction yield outcomes from USPTO patents with 853,638 reactions. The task is: Predict the reaction yield, written as a fraction of the theoretical maximum amount of product (1.0 means a 100% yield; for example, 0.34 means a 34% yield). (1) The product is [CH3:3][N:2]([CH2:4][C:5]1([C:11]2[CH:16]=[CH:15][C:14]([O:17][CH2:19][CH2:20][CH2:21][N:22]3[CH2:27][CH2:26][CH:25]([CH2:28][CH2:29][OH:30])[CH2:24][CH2:23]3)=[CH:13][CH:12]=2)[CH2:6][CH2:7][O:8][CH2:9][CH2:10]1)[CH3:1]. The yield is 0.360. The catalyst is CN(C=O)C. The reactants are [CH3:1][N:2]([CH2:4][C:5]1([C:11]2[CH:16]=[CH:15][C:14]([OH:17])=[CH:13][CH:12]=2)[CH2:10][CH2:9][O:8][CH2:7][CH2:6]1)[CH3:3].Cl[CH2:19][CH2:20][CH2:21][N:22]1[CH2:27][CH2:26][CH:25]([CH2:28][CH2:29][OH:30])[CH2:24][CH2:23]1.C([O-])([O-])=O.[K+].[K+]. (2) The reactants are [Na].[NH2:2][C:3]1[CH:8]=[CH:7][C:6]([Br:9])=[CH:5][C:4]=1[NH:10][CH2:11][CH:12]([CH3:17])[C:13](OC)=[O:14]. The catalyst is CO. The product is [Br:9][C:6]1[CH:7]=[CH:8][C:3]2[NH:2][C:13](=[O:14])[CH:12]([CH3:17])[CH2:11][NH:10][C:4]=2[CH:5]=1. The yield is 0.340.